From a dataset of Peptide-MHC class I binding affinity with 185,985 pairs from IEDB/IMGT. Regression. Given a peptide amino acid sequence and an MHC pseudo amino acid sequence, predict their binding affinity value. This is MHC class I binding data. (1) The peptide sequence is WAASAETPL. The MHC is HLA-A24:03 with pseudo-sequence HLA-A24:03. The binding affinity (normalized) is 0.0847. (2) The peptide sequence is RPALVVDTP. The MHC is HLA-B27:05 with pseudo-sequence HLA-B27:05. The binding affinity (normalized) is 0.0847. (3) The peptide sequence is LLMEGLKLLS. The MHC is HLA-A02:03 with pseudo-sequence HLA-A02:03. The binding affinity (normalized) is 0.660.